This data is from Catalyst prediction with 721,799 reactions and 888 catalyst types from USPTO. The task is: Predict which catalyst facilitates the given reaction. (1) Reactant: [Si]([O:8][CH2:9][CH2:10][N:11]([CH2:42][CH:43]1[CH2:45][CH2:44]1)[C:12]([C:14]1[C:19]([O:20][CH2:21][C:22]2[CH:27]=[CH:26][CH:25]=[CH:24][CH:23]=2)=[C:18]([OH:28])[N:17]=[C:16]([CH2:29][C:30]2([C:35]3[CH:40]=[CH:39][C:38]([Cl:41])=[CH:37][CH:36]=3)[CH2:34][CH2:33][CH2:32][CH2:31]2)[N:15]=1)=[O:13])(C(C)(C)C)(C)C.Cl.C(OCC)(=O)C. Product: [CH:43]1([CH2:42][N:11]([CH2:10][CH2:9][OH:8])[C:12]([C:14]2[C:19]([O:20][CH2:21][C:22]3[CH:27]=[CH:26][CH:25]=[CH:24][CH:23]=3)=[C:18]([OH:28])[N:17]=[C:16]([CH2:29][C:30]3([C:35]4[CH:40]=[CH:39][C:38]([Cl:41])=[CH:37][CH:36]=4)[CH2:34][CH2:33][CH2:32][CH2:31]3)[N:15]=2)=[O:13])[CH2:45][CH2:44]1. The catalyst class is: 7. (2) Reactant: [F:1][C:2]1[C:3]([NH:18][C@@H:19]([C:25]([CH3:28])([CH3:27])[CH3:26])[CH2:20][S:21]([OH:24])(=[O:23])=[O:22])=[N:4][C:5]([C:8]2[C:16]3[C:11](=[N:12][CH:13]=[C:14](F)[CH:15]=3)[NH:10][CH:9]=2)=[N:6][CH:7]=1.[Cl:29]C1C=C2C(B3OC(C)(C)C(C)(C)O3)=CN(S(C3C=CC(C)=CC=3)(=O)=O)C2=NC=1.FC1C=C2C(B3OC(C)(C)C(C)(C)O3)=CN(S(C3C=CC(C)=CC=3)(=O)=O)C2=NC=1.C(O)(C(F)(F)F)=O. Product: [Cl:29][C:14]1[CH:15]=[C:16]2[C:8]([C:5]3[N:4]=[C:3]([NH:18][C@@H:19]([C:25]([CH3:28])([CH3:27])[CH3:26])[CH2:20][S:21]([OH:24])(=[O:23])=[O:22])[C:2]([F:1])=[CH:7][N:6]=3)=[CH:9][NH:10][C:11]2=[N:12][CH:13]=1. The catalyst class is: 47. (3) Reactant: [CH:1]1[C:10]2[C:5](=[CH:6][C:7]([NH:11][C:12](=[O:41])[CH:13]([C:24]3[CH:29]=[CH:28][C:27]([O:30][Si](C(C)C)(C(C)C)C(C)C)=[CH:26][CH:25]=3)[CH2:14][CH2:15][NH:16][C:17](=[O:23])[O:18][C:19]([CH3:22])([CH3:21])[CH3:20])=[CH:8][CH:9]=2)[CH:4]=[CH:3][N:2]=1.CCCC[N+](CCCC)(CCCC)CCCC.[F-]. Product: [OH:30][C:27]1[CH:28]=[CH:29][C:24]([CH:13]([C:12]([NH:11][C:7]2[CH:6]=[C:5]3[C:10](=[CH:9][CH:8]=2)[CH:1]=[N:2][CH:3]=[CH:4]3)=[O:41])[CH2:14][CH2:15][NH:16][C:17](=[O:23])[O:18][C:19]([CH3:22])([CH3:21])[CH3:20])=[CH:25][CH:26]=1. The catalyst class is: 1. (4) Reactant: [C:1]1([CH:7]([C:25]2[CH:30]=[CH:29][CH:28]=[CH:27][CH:26]=2)[CH2:8][CH2:9][N:10]2[CH2:15][CH2:14][N:13]([C:16]3[CH:17]=[C:18]([CH:22]=[CH:23][CH:24]=3)[C:19](O)=[O:20])[CH2:12][CH2:11]2)[CH:6]=[CH:5][CH:4]=[CH:3][CH:2]=1.CN([P+](ON1N=NC2C=CC=CC1=2)(N(C)C)N(C)C)C.F[P-](F)(F)(F)(F)F.C(N(C(C)C)CC)(C)C.[CH:67]1([CH2:73][NH2:74])[CH2:72][CH2:71][CH2:70][CH2:69][CH2:68]1. Product: [CH:67]1([CH2:73][NH:74][C:19](=[O:20])[C:18]2[CH:22]=[CH:23][CH:24]=[C:16]([N:13]3[CH2:12][CH2:11][N:10]([CH2:9][CH2:8][CH:7]([C:25]4[CH:30]=[CH:29][CH:28]=[CH:27][CH:26]=4)[C:1]4[CH:2]=[CH:3][CH:4]=[CH:5][CH:6]=4)[CH2:15][CH2:14]3)[CH:17]=2)[CH2:72][CH2:71][CH2:70][CH2:69][CH2:68]1. The catalyst class is: 4. (5) Reactant: [H-].[H-].[H-].[H-].[Li+].[Al+3].[CH3:7][N:8]([CH2:19][CH2:20][CH2:21][CH2:22][CH2:23][CH2:24][CH2:25][CH2:26][CH2:27][CH2:28][CH2:29][CH2:30][CH2:31][CH3:32])[C:9]([CH:11]([CH2:17][CH3:18])[C:12](OCC)=[O:13])=O.CO.[H][H]. Product: [CH3:7][N:8]([CH2:9][CH:11]([CH2:17][CH3:18])[CH2:12][OH:13])[CH2:19][CH2:20][CH2:21][CH2:22][CH2:23][CH2:24][CH2:25][CH2:26][CH2:27][CH2:28][CH2:29][CH2:30][CH2:31][CH3:32]. The catalyst class is: 253. (6) The catalyst class is: 23. Product: [F:1][C:2]1[C:7]([F:8])=[CH:6][CH:5]=[CH:4][C:3]=1[C:9]1[N:45]=[C:12]2[CH:13]=[N:14][N:15]([CH:17]([C:26]3[O:30][N:29]=[C:28]([C:31]4[CH:36]=[CH:35][C:34]([O:37][CH2:38][CH2:39][CH3:40])=[CH:33][C:32]=4[C:41]([F:43])([F:44])[F:42])[CH:27]=3)[C:18]([O:20][CH2:21][CH2:22][C:23]([NH:46][C@H:47]([C:49]([NH:51][C@H:52]([C:60]([OH:62])=[O:61])[CH2:53][C:54]3[CH:55]=[CH:56][CH:57]=[CH:58][CH:59]=3)=[O:50])[CH3:48])=[O:24])=[O:19])[CH:16]=[C:11]2[N:10]=1. Reactant: [F:1][C:2]1[C:7]([F:8])=[CH:6][CH:5]=[CH:4][C:3]=1[C:9]1[N:45]=[C:12]2[CH:13]=[N:14][N:15]([CH:17]([C:26]3[O:30][N:29]=[C:28]([C:31]4[CH:36]=[CH:35][C:34]([O:37][CH2:38][CH2:39][CH3:40])=[CH:33][C:32]=4[C:41]([F:44])([F:43])[F:42])[CH:27]=3)[C:18]([O:20][CH2:21][CH2:22][C:23](O)=[O:24])=[O:19])[CH:16]=[C:11]2[N:10]=1.[NH2:46][C@H:47]([C:49]([NH:51][C@H:52]([C:60]([O:62]C(C)(C)C)=[O:61])[CH2:53][C:54]1[CH:59]=[CH:58][CH:57]=[CH:56][CH:55]=1)=[O:50])[CH3:48].CN(C(ON1N=NC2C=CC=NC1=2)=[N+](C)C)C.F[P-](F)(F)(F)(F)F.CCN(C(C)C)C(C)C. (7) Reactant: [CH:1]1([NH:4][C:5]([NH:7][C:8]([C:10]2[CH:11]=[N:12][C:13]([Cl:18])=[C:14]([CH3:17])[C:15]=2Cl)=[O:9])=[O:6])[CH2:3][CH2:2]1.C[Si]([N-][Si](C)(C)C)(C)C.[K+].C1OCCOCCOCCOCCOCCOC1. Product: [Cl:18][C:13]1[N:12]=[CH:11][C:10]2[C:8](=[O:9])[NH:7][C:5](=[O:6])[N:4]([CH:1]3[CH2:3][CH2:2]3)[C:15]=2[C:14]=1[CH3:17]. The catalyst class is: 54.